Dataset: Forward reaction prediction with 1.9M reactions from USPTO patents (1976-2016). Task: Predict the product of the given reaction. (1) Given the reactants [CH:1]1([C:7]2[C:8]3[CH:24]=[CH:23][C:22]([C:25]([O:27]C)=[O:26])=[CH:21][C:9]=3[N:10]3[C:16]=2[C:15]2[CH:17]=[CH:18][CH:19]=[CH:20][C:14]=2[O:13][CH2:12][CH2:11]3)[CH2:6][CH2:5][CH2:4][CH2:3][CH2:2]1.[OH-].[Na+].Cl, predict the reaction product. The product is: [CH:1]1([C:7]2[C:8]3[CH:24]=[CH:23][C:22]([C:25]([OH:27])=[O:26])=[CH:21][C:9]=3[N:10]3[C:16]=2[C:15]2[CH:17]=[CH:18][CH:19]=[CH:20][C:14]=2[O:13][CH2:12][CH2:11]3)[CH2:2][CH2:3][CH2:4][CH2:5][CH2:6]1. (2) Given the reactants [C:1]1(=[O:7])[O:6][C:4](=[O:5])[CH2:3][CH2:2]1.[Br:8][C:9]1[CH:14]=[CH:13][C:12]([CH:15]([C:18]2[CH:23]=[CH:22][CH:21]=[C:20]([O:24][CH3:25])[CH:19]=2)[CH2:16][NH2:17])=[CH:11][CH:10]=1, predict the reaction product. The product is: [Br:8][C:9]1[CH:10]=[CH:11][C:12]([CH:15]([C:18]2[CH:23]=[CH:22][CH:21]=[C:20]([O:24][CH3:25])[CH:19]=2)[CH2:16][NH:17][C:4](=[O:5])[CH2:3][CH2:2][C:1]([OH:6])=[O:7])=[CH:13][CH:14]=1. (3) The product is: [CH3:68][CH:67]([CH3:69])[C@H:66]([NH:70][C:71](=[O:74])[O:72][CH3:73])[C:64]([N:60]1[CH2:61][CH2:62][CH2:63][C@H:59]1[C:56]1[NH:57][CH:58]=[C:54]([C:51]2[CH:50]=[CH:49][C:48]([C:45]3[CH:44]=[CH:43][C:42]([C:10](=[O:11])[CH2:6][NH:5][C:17]([CH:16]4[CH2:15][C:14]5([CH2:20][CH2:21][S:22](=[O:26])(=[O:25])[CH2:23][CH2:24]5)[CH2:13][N:12]4[C:10](=[O:11])[C@@H:6]([NH:5][C:3]([O:2][CH3:1])=[O:4])[CH:7]([CH3:9])[CH3:8])=[O:18])=[CH:47][CH:46]=3)=[CH:53][CH:52]=2)[N:55]=1)=[O:65]. Given the reactants [CH3:1][O:2][C:3]([NH:5][C@H:6]([C:10]([N:12]1[CH:16]([C:17](O)=[O:18])[CH2:15][C:14]2([CH2:24][CH2:23][S:22](=[O:26])(=[O:25])[CH2:21][CH2:20]2)[CH2:13]1)=[O:11])[CH:7]([CH3:9])[CH3:8])=[O:4].C1C2(OCCCO2)C[C@@H](C2NC=C([C:42]3[CH:47]=[CH:46][C:45]([C:48]4[CH:53]=[CH:52][C:51]([C:54]5[N:55]=[C:56]([C@@H:59]6[CH2:63][CH2:62][CH2:61][N:60]6[C:64]([C@@H:66]([NH:70][C:71](=[O:74])[O:72][CH3:73])[CH:67]([CH3:69])[CH3:68])=[O:65])[NH:57][CH:58]=5)=[CH:50][CH:49]=4)=[CH:44][CH:43]=3)N=2)N1, predict the reaction product. (4) The product is: [Cl:1][C:2]1[C:9]([NH:12][C:13]2[CH:18]=[CH:17][CH:16]=[CH:15][C:14]=2[CH3:19])=[N:8][CH:7]=[C:6]([Cl:11])[C:3]=1[C:4]#[N:5]. Given the reactants [Cl:1][C:2]1[C:9](F)=[N:8][CH:7]=[C:6]([Cl:11])[C:3]=1[C:4]#[N:5].[NH2:12][C:13]1[C:14]([CH3:19])=[CH:15][CH:16]=[CH:17][CH:18]=1, predict the reaction product. (5) Given the reactants [Cl:1][C:2]1[C:3]([N:18]2[CH2:23][CH2:22][CH:21]([C:24](O)=[O:25])[CH2:20][CH2:19]2)=[N:4][CH:5]=[C:6]([C:11]2[O:12][C:13]([CH2:16][CH3:17])=[CH:14][N:15]=2)[C:7]=1[N:8]([CH3:10])[CH3:9].CCN=C=NCCCN(C)C.C1C=CC2N(O)N=NC=2C=1.[Cl:48][C:49]1[S:53][C:52]([S:54]([NH2:57])(=[O:56])=[O:55])=[CH:51][CH:50]=1, predict the reaction product. The product is: [Cl:1][C:2]1[C:3]([N:18]2[CH2:19][CH2:20][CH:21]([C:24]([NH:57][S:54]([C:52]3[S:53][C:49]([Cl:48])=[CH:50][CH:51]=3)(=[O:56])=[O:55])=[O:25])[CH2:22][CH2:23]2)=[N:4][CH:5]=[C:6]([C:11]2[O:12][C:13]([CH2:16][CH3:17])=[CH:14][N:15]=2)[C:7]=1[N:8]([CH3:9])[CH3:10]. (6) Given the reactants Br[C:2]1[CH:9]=[CH:8][C:5]([CH:6]=[O:7])=[CH:4][CH:3]=1.[CH2:10](B(O)O)[CH2:11][CH2:12][CH2:13][CH3:14], predict the reaction product. The product is: [CH2:10]([C:2]1[CH:9]=[CH:8][C:5]([CH:6]=[O:7])=[CH:4][CH:3]=1)[CH2:11][CH2:12][CH2:13][CH3:14].